From a dataset of Full USPTO retrosynthesis dataset with 1.9M reactions from patents (1976-2016). Predict the reactants needed to synthesize the given product. (1) Given the product [Cl:6][C:7]1[C:8]([F:17])=[CH:9][C:10]([NH2:14])=[C:11]([F:13])[CH:12]=1, predict the reactants needed to synthesize it. The reactants are: O.O.[Sn](Cl)Cl.[Cl:6][C:7]1[CH:12]=[C:11]([F:13])[C:10]([N+:14]([O-])=O)=[CH:9][C:8]=1[F:17].C(=O)(O)[O-].[Na+]. (2) Given the product [ClH:1].[NH2:19][C@H:17]([C:13]1[CH:12]=[C:11]([C:8]2[N:7]=[C:6]([C:3]([OH:2])([CH3:5])[CH3:4])[O:10][N:9]=2)[CH:16]=[CH:15][CH:14]=1)[CH3:18], predict the reactants needed to synthesize it. The reactants are: [ClH:1].[OH:2][C:3]([C:6]1[O:10][N:9]=[C:8]([C:11]2[CH:12]=[C:13]([C@@H:17]([NH:19]S(C(C)(C)C)=O)[CH3:18])[CH:14]=[CH:15][CH:16]=2)[N:7]=1)([CH3:5])[CH3:4].C(OCC)C.